This data is from Full USPTO retrosynthesis dataset with 1.9M reactions from patents (1976-2016). The task is: Predict the reactants needed to synthesize the given product. (1) Given the product [Cl:36][C:28]1[CH:29]=[C:30]([C:33](=[O:35])[NH:64][CH2:63][CH2:62][O:61][CH2:60][CH2:59][O:58][CH2:57][CH2:56][O:55][CH2:54][CH2:53][O:52][CH3:51])[CH:31]=[CH:32][C:27]=1[C:24]1[CH:25]=[CH:26][C:21]([CH2:20][C@H:19]([NH:18][C:16]([C@H:13]2[CH2:12][CH2:11][C@H:10]([CH2:9][NH:8][C:6](=[O:7])[O:5][C:1]([CH3:2])([CH3:3])[CH3:4])[CH2:15][CH2:14]2)=[O:17])[C:37](=[O:50])[NH:38][C:39]2[CH:44]=[CH:43][C:42]([C:45]3[N:49]=[N:48][NH:47][N:46]=3)=[CH:41][CH:40]=2)=[CH:22][CH:23]=1, predict the reactants needed to synthesize it. The reactants are: [C:1]([O:5][C:6]([NH:8][CH2:9][C@H:10]1[CH2:15][CH2:14][C@H:13]([C:16]([NH:18][C@H:19]([C:37](=[O:50])[NH:38][C:39]2[CH:44]=[CH:43][C:42]([C:45]3[N:46]=[N:47][NH:48][N:49]=3)=[CH:41][CH:40]=2)[CH2:20][C:21]2[CH:26]=[CH:25][C:24]([C:27]3[CH:32]=[CH:31][C:30]([C:33]([OH:35])=O)=[CH:29][C:28]=3[Cl:36])=[CH:23][CH:22]=2)=[O:17])[CH2:12][CH2:11]1)=[O:7])([CH3:4])([CH3:3])[CH3:2].[CH3:51][O:52][CH2:53][CH2:54][O:55][CH2:56][CH2:57][O:58][CH2:59][CH2:60][O:61][CH2:62][CH2:63][NH2:64].F[P-](F)(F)(F)(F)F.CN(C(ON1C2=NC=CC=C2N=N1)=[N+](C)C)C.C(N(CC)C(C)C)(C)C. (2) Given the product [CH3:1][N:2]1[C:6]([C:7]([NH:9][C:10]2[CH:11]=[C:12]([CH:39]=[CH:40][CH:41]=2)[C:13]([C:15]2[CH:23]=[C:22]3[C:18](/[C:19](=[CH:25]/[NH:26][C:27]4[CH:32]=[CH:31][C:30]([CH2:33][CH2:34][CH2:35][C:36]([O:38][CH:43]([CH3:47])[CH3:44])=[O:37])=[CH:29][CH:28]=4)/[C:20](=[O:24])[NH:21]3)=[CH:17][CH:16]=2)=[O:14])=[O:8])=[CH:5][C:4]([CH3:42])=[N:3]1, predict the reactants needed to synthesize it. The reactants are: [CH3:1][N:2]1[C:6]([C:7]([NH:9][C:10]2[CH:11]=[C:12]([CH:39]=[CH:40][CH:41]=2)[C:13]([C:15]2[CH:23]=[C:22]3[C:18]([C:19](=[CH:25][NH:26][C:27]4[CH:32]=[CH:31][C:30]([CH2:33][CH2:34][CH2:35][C:36]([OH:38])=[O:37])=[CH:29][CH:28]=4)[C:20](=[O:24])[NH:21]3)=[CH:17][CH:16]=2)=[O:14])=[O:8])=[CH:5][C:4]([CH3:42])=[N:3]1.[CH2:43]1[CH2:47]N([P+](ON2N=NC3C=CC=CC2=3)(N2CCCC2)N2CCCC2)C[CH2:44]1.F[P-](F)(F)(F)(F)F.C(N(CC)CC)C.Cl.CON. (3) Given the product [CH3:39][N:32]([C:33]1[CH:34]=[CH:35][CH:36]=[CH:37][CH:38]=1)[C:28]1[CH:27]=[C:26]([C:25]#[C:24][C:21]2[N:19]3[N:20]=[C:15]([C:12]4[CH:13]=[CH:14][C:9]([C:7]([N:4]5[CH2:3][CH2:2][O:1][CH2:6][CH2:5]5)=[O:8])=[CH:10][CH:11]=4)[CH:16]=[CH:17][C:18]3=[N:23][CH:22]=2)[CH:31]=[CH:30][N:29]=1, predict the reactants needed to synthesize it. The reactants are: [O:1]1[CH2:6][CH2:5][N:4]([C:7]([C:9]2[CH:14]=[CH:13][C:12]([C:15]3[CH:16]=[CH:17][C:18]4[N:19]([C:21]([C:24]#[C:25][C:26]5[CH:31]=[CH:30][N:29]=[C:28]([NH:32][C:33]6[CH:38]=[CH:37][CH:36]=[CH:35][CH:34]=6)[CH:27]=5)=[CH:22][N:23]=4)[N:20]=3)=[CH:11][CH:10]=2)=[O:8])[CH2:3][CH2:2]1.[CH3:39]C(C)([O-])C.[K+].CI. (4) Given the product [NH2:17][CH:15]1[CH2:16][C@@:12]([CH:24]([CH3:26])[CH3:25])([C:10]([NH:9][CH2:8][C:7]2[CH:27]=[C:28]([C:31]([F:33])([F:34])[F:32])[CH:29]=[CH:30][C:6]=2[O:5][C:1]([CH3:3])([CH3:2])[CH3:4])=[O:11])[CH:13]=[CH:14]1, predict the reactants needed to synthesize it. The reactants are: [C:1]([O:5][C:6]1[CH:30]=[CH:29][C:28]([C:31]([F:34])([F:33])[F:32])=[CH:27][C:7]=1[CH2:8][NH:9][C:10]([C@:12]1([CH:24]([CH3:26])[CH3:25])[CH2:16][CH:15]([N:17]2C(C)=CC=C2C)[CH:14]=[CH:13]1)=[O:11])([CH3:4])([CH3:3])[CH3:2].Cl.ON.[OH-].[Na+]. (5) Given the product [CH:1]1([C@H:4]([N:8]2[C:13](=[O:14])[C:12]([NH:15][C:16]3[C:17]([CH3:25])=[N:18][C:19]([OH:23])=[C:20]([CH3:22])[CH:21]=3)=[N:11][C:10]([C:26]#[N:27])=[CH:9]2)[CH2:5][O:6][CH3:7])[CH2:3][CH2:2]1, predict the reactants needed to synthesize it. The reactants are: [CH:1]1([C@H:4]([N:8]2[C:13](=[O:14])[C:12]([NH:15][C:16]3[C:17]([CH3:25])=[N:18][C:19]([O:23]C)=[C:20]([CH3:22])[CH:21]=3)=[N:11][C:10]([C:26]#[N:27])=[CH:9]2)[CH2:5][O:6][CH3:7])[CH2:3][CH2:2]1. (6) Given the product [CH2:23]([O:30][N:31]1[C:37](=[O:38])[N:36]2[CH2:39][C@H:32]1[CH2:33][CH2:34][C@H:35]2[C:40]1[S:10][CH:44]=[N:43][N:42]=1)[C:24]1[CH:29]=[CH:28][CH:27]=[CH:26][CH:25]=1, predict the reactants needed to synthesize it. The reactants are: COC1C=CC(P2(SP(C3C=CC(OC)=CC=3)(=S)S2)=[S:10])=CC=1.[CH2:23]([O:30][N:31]1[C:37](=[O:38])[N:36]2[CH2:39][C@H:32]1[CH2:33][CH2:34][C@H:35]2[C:40]([NH:42][NH:43][CH:44]=O)=O)[C:24]1[CH:29]=[CH:28][CH:27]=[CH:26][CH:25]=1. (7) Given the product [NH2:22][C@:23]([CH3:26])([CH2:24][CH3:25])[C:27]([NH:16][C:15]1[CH:17]=[CH:18][C:12]([O:11][C:8]2[CH:7]=[C:6]3[C:5](=[CH:10][CH:9]=2)[CH2:4][O:3][C:2]3([CH3:19])[CH3:1])=[CH:13][CH:14]=1)=[O:28], predict the reactants needed to synthesize it. The reactants are: [CH3:1][C:2]1([CH3:19])[C:6]2[CH:7]=[C:8]([O:11][C:12]3[CH:18]=[CH:17][C:15]([NH2:16])=[CH:14][CH:13]=3)[CH:9]=[CH:10][C:5]=2[CH2:4][O:3]1.Cl.C[NH:22][C@@:23]([C:27](O)=[O:28])([CH3:26])[CH2:24][CH3:25].C(P1(=O)OP(CCC)(=O)OP(CCC)(=O)O1)CC.C([O-])([O-])=O.[Na+].[Na+]. (8) Given the product [Cl:1][C:2]1[CH:7]=[C:6]([Cl:8])[CH:5]=[CH:4][C:3]=1[C:9]1[C:27](=[O:28])[N:26]([CH3:29])[C:12]2[N:13]([CH3:25])[C:14]3[C:19]([C:11]=2[CH:10]=1)=[CH:18][C:17]([C:20]1[CH:24]=[CH:23][N:22]([C:30](=[O:35])[C:31]([CH3:34])([CH3:33])[CH3:32])[N:21]=1)=[CH:16][CH:15]=3, predict the reactants needed to synthesize it. The reactants are: [Cl:1][C:2]1[CH:7]=[C:6]([Cl:8])[CH:5]=[CH:4][C:3]=1[C:9]1[C:27](=[O:28])[N:26]([CH3:29])[C:12]2[N:13]([CH3:25])[C:14]3[C:19]([C:11]=2[CH:10]=1)=[CH:18][C:17]([C:20]1[NH:21][N:22]=[CH:23][CH:24]=1)=[CH:16][CH:15]=3.[C:30](Cl)(=[O:35])[C:31]([CH3:34])([CH3:33])[CH3:32].